From a dataset of Reaction yield outcomes from USPTO patents with 853,638 reactions. Predict the reaction yield, written as a fraction of the theoretical maximum amount of product (1.0 means a 100% yield; for example, 0.34 means a 34% yield). The reactants are [Br:1][C:2]1[N:3]=[C:4]([C:9]#[C:10][Si](C)(C)C)[C:5]([NH2:8])=[N:6][CH:7]=1.[H-].[Na+].[C:17]1([CH3:27])[CH:22]=[CH:21][C:20]([S:23](Cl)(=[O:25])=[O:24])=[CH:19][CH:18]=1. The catalyst is CN(C=O)C. The product is [Br:1][C:2]1[N:3]=[C:4]2[CH:9]=[CH:10][N:8]([S:23]([C:20]3[CH:21]=[CH:22][C:17]([CH3:27])=[CH:18][CH:19]=3)(=[O:25])=[O:24])[C:5]2=[N:6][CH:7]=1. The yield is 0.520.